From a dataset of Forward reaction prediction with 1.9M reactions from USPTO patents (1976-2016). Predict the product of the given reaction. Given the reactants Br[C:2]1[CH:7]=[CH:6][C:5]([S:8][CH:9]([F:11])[F:10])=[CH:4][CH:3]=1.[O:12]=[C:13]1[CH2:16][N:15]([C:17]([O:19][C:20]([CH3:23])([CH3:22])[CH3:21])=[O:18])[CH2:14]1.C([Li])(C)(C)C, predict the reaction product. The product is: [F:10][CH:9]([F:11])[S:8][C:5]1[CH:6]=[CH:7][C:2]([C:13]2([OH:12])[CH2:14][N:15]([C:17]([O:19][C:20]([CH3:22])([CH3:21])[CH3:23])=[O:18])[CH2:16]2)=[CH:3][CH:4]=1.